From a dataset of Forward reaction prediction with 1.9M reactions from USPTO patents (1976-2016). Predict the product of the given reaction. (1) Given the reactants Cl[C:2]1[N:7]=[C:6]([C:8]2[N:12]3[CH:13]=[CH:14][CH:15]=[CH:16][C:11]3=[N:10][C:9]=2[C:17]2[CH:18]=[CH:19][C:20]([O:34][CH:35]([CH3:37])[CH3:36])=[C:21]([CH:33]=2)[C:22]([NH:24][C:25]2[C:30]([F:31])=[CH:29][CH:28]=[CH:27][C:26]=2[F:32])=[O:23])[CH:5]=[CH:4][N:3]=1.[CH2:38]([O:40][C:41]1[CH:47]=[C:46]([N:48]2[CH2:53][CH2:52][CH:51]([CH2:54][CH2:55][S:56]([CH3:59])(=[O:58])=[O:57])[CH2:50][CH2:49]2)[C:45]([CH3:60])=[CH:44][C:42]=1[NH2:43])[CH3:39].Cl, predict the reaction product. The product is: [F:32][C:26]1[CH:27]=[CH:28][CH:29]=[C:30]([F:31])[C:25]=1[NH:24][C:22](=[O:23])[C:21]1[CH:33]=[C:17]([C:9]2[N:10]=[C:11]3[CH:16]=[CH:15][CH:14]=[CH:13][N:12]3[C:8]=2[C:6]2[CH:5]=[CH:4][N:3]=[C:2]([NH:43][C:42]3[CH:44]=[C:45]([CH3:60])[C:46]([N:48]4[CH2:53][CH2:52][CH:51]([CH2:54][CH2:55][S:56]([CH3:59])(=[O:58])=[O:57])[CH2:50][CH2:49]4)=[CH:47][C:41]=3[O:40][CH2:38][CH3:39])[N:7]=2)[CH:18]=[CH:19][C:20]=1[O:34][CH:35]([CH3:37])[CH3:36]. (2) Given the reactants [Cl:1][C:2]1[N:7]=[CH:6][C:5]([C:8]2[CH:9]=[CH:10][C:11]3[O:17][CH2:16][CH2:15][N:14](C(OC(C)(C)C)=O)[CH2:13][C:12]=3[CH:25]=2)=[CH:4][C:3]=1[NH:26][S:27]([CH3:30])(=[O:29])=[O:28].[ClH:31].O1CCOCC1, predict the reaction product. The product is: [ClH:1].[ClH:31].[Cl:1][C:2]1[C:3]([NH:26][S:27]([CH3:30])(=[O:29])=[O:28])=[CH:4][C:5]([C:8]2[CH:9]=[CH:10][C:11]3[O:17][CH2:16][CH2:15][NH:14][CH2:13][C:12]=3[CH:25]=2)=[CH:6][N:7]=1. (3) Given the reactants [CH:1]1([C:4]([N:6]2[CH2:11][CH2:10][N:9]([C:12]([C@H:14]3[CH2:19][CH2:18][C@H:17]([CH2:20][NH:21][CH2:22][C:23]4[CH:28]=[CH:27][CH:26]=[CH:25][C:24]=4[N+:29]([O-])=O)[CH2:16][CH2:15]3)=[O:13])[CH2:8][CH2:7]2)=[O:5])[CH2:3][CH2:2]1.[F-].[K+].C([SiH](CC)CC)C, predict the reaction product. The product is: [NH2:29][C:24]1[CH:25]=[CH:26][CH:27]=[CH:28][C:23]=1[CH2:22][NH:21][CH2:20][C@H:17]1[CH2:16][CH2:15][C@H:14]([C:12]([N:9]2[CH2:10][CH2:11][N:6]([C:4]([CH:1]3[CH2:3][CH2:2]3)=[O:5])[CH2:7][CH2:8]2)=[O:13])[CH2:19][CH2:18]1.